This data is from Reaction yield outcomes from USPTO patents with 853,638 reactions. The task is: Predict the reaction yield, written as a fraction of the theoretical maximum amount of product (1.0 means a 100% yield; for example, 0.34 means a 34% yield). (1) The reactants are [NH2:1][C:2]1[CH:7]=[CH:6][CH:5]=[C:4]([Br:8])[C:3]=1[OH:9].Br[CH:11]([C:16]1[CH:21]=[CH:20][CH:19]=[CH:18][N:17]=1)[C:12](OC)=[O:13].N12CCCN=C1CCCCC2. The catalyst is CN1CCCC1=O.C(OCC)(=O)C. The product is [Br:8][C:4]1[C:3]2[O:9][CH:11]([C:16]3[CH:21]=[CH:20][CH:19]=[CH:18][N:17]=3)[C:12](=[O:13])[NH:1][C:2]=2[CH:7]=[CH:6][CH:5]=1. The yield is 0.900. (2) The reactants are [F:1][C:2]1[CH:7]=[CH:6][C:5]([CH2:8][NH:9][C:10]([C:12]2[CH:17]=[CH:16][CH:15]=[C:14]([C:18]3[C:26]4[C:21](=[CH:22][CH:23]=[C:24]([C:27]5[N:31]=[CH:30][N:29](C(C6C=CC=CC=6)(C6C=CC=CC=6)C6C=CC=CC=6)[N:28]=5)[CH:25]=4)[N:20](C4CCCCO4)[N:19]=3)[CH:13]=2)=[O:11])=[CH:4][CH:3]=1.Cl.C(=O)(O)[O-].[Na+]. The catalyst is O1CCOCC1. The product is [NH:28]1[C:27]([C:24]2[CH:25]=[C:26]3[C:21](=[CH:22][CH:23]=2)[NH:20][N:19]=[C:18]3[C:14]2[CH:13]=[C:12]([C:10]([NH:9][CH2:8][C:5]3[CH:4]=[CH:3][C:2]([F:1])=[CH:7][CH:6]=3)=[O:11])[CH:17]=[CH:16][CH:15]=2)=[N:31][CH:30]=[N:29]1. The yield is 0.310.